Dataset: Reaction yield outcomes from USPTO patents with 853,638 reactions. Task: Predict the reaction yield, written as a fraction of the theoretical maximum amount of product (1.0 means a 100% yield; for example, 0.34 means a 34% yield). (1) The reactants are [Cl:1][C:2]1[CH:7]=[CH:6][C:5]([O:8][C:9]2[CH:14]=[CH:13][C:12]([CH2:15][S:16][C:17]3[NH:18][CH:19]=[C:20]([CH2:24]O)[C:21](=[O:23])[N:22]=3)=[CH:11][CH:10]=2)=[CH:4][C:3]=1[C:26]([F:29])([F:28])[F:27].CC(OC(/N=N/C(OC(C)C)=O)=O)C.C1(P(C2C=CC=CC=2)C2C=CC=CC=2)C=CC=CC=1.[NH:63]1[CH2:67][CH2:66][CH2:65][CH2:64]1. The catalyst is CN(C=O)C. The product is [Cl:1][C:2]1[CH:7]=[CH:6][C:5]([O:8][C:9]2[CH:10]=[CH:11][C:12]([CH2:15][S:16][C:17]3[NH:18][CH:19]=[C:20]([CH2:24][N:63]4[CH2:67][CH2:66][CH2:65][CH2:64]4)[C:21](=[O:23])[N:22]=3)=[CH:13][CH:14]=2)=[CH:4][C:3]=1[C:26]([F:29])([F:28])[F:27]. The yield is 0.135. (2) The reactants are [CH:1]([C:3]1[NH:7][C:6]([CH3:8])=[C:5]([C:9]([OH:11])=O)[C:4]=1[CH3:12])=[O:2].[CH3:13][N:14]([CH2:16][CH2:17][NH2:18])[CH3:15]. No catalyst specified. The product is [CH3:13][N:14]([CH3:15])[CH2:16][CH2:17][NH:18][C:9]([C:5]1[C:4]([CH3:12])=[C:3]([CH:1]=[O:2])[NH:7][C:6]=1[CH3:8])=[O:11]. The yield is 0.520. (3) The reactants are [NH2:1][C:2]1[CH:3]=[CH:4][CH:5]=[C:6]2[C:11]=1[N:10]=[CH:9][CH:8]=[CH:7]2.[N:12]1[CH:17]=[CH:16][CH:15]=[CH:14][C:13]=1[S:18](Cl)(=[O:20])=[O:19]. No catalyst specified. The product is [N:10]1[C:11]2[C:6](=[CH:5][CH:4]=[CH:3][C:2]=2[NH:1][S:18]([C:13]2[CH:14]=[CH:15][CH:16]=[CH:17][N:12]=2)(=[O:20])=[O:19])[CH:7]=[CH:8][CH:9]=1. The yield is 0.650. (4) The reactants are [Br:1][C:2]1[CH:3]=[C:4]2[C:9](=[C:10]([CH3:12])[CH:11]=1)[N:8]=[CH:7][C:6]([C:13]([O:15]CC)=[O:14])=[C:5]2[OH:18].[OH-].[Na+]. The catalyst is C(O)C. The product is [Br:1][C:2]1[CH:3]=[C:4]2[C:9](=[C:10]([CH3:12])[CH:11]=1)[N:8]=[CH:7][C:6]([C:13]([OH:15])=[O:14])=[C:5]2[OH:18]. The yield is 0.990. (5) The reactants are CCN(C(C)C)C(C)C.[F:10][C:11]1[CH:12]=[C:13]([CH:17]=[CH:18][C:19]=1[F:20])[C:14]([OH:16])=O.CN(C(ON1N=NC2C=CC=CC1=2)=[N+](C)C)C.[B-](F)(F)(F)F.[CH3:43][CH:44]([CH3:55])[CH2:45][C@H:46]([NH:53][CH3:54])[CH2:47][N:48]1[CH2:51][CH:50]([OH:52])[CH2:49]1. The catalyst is C(Cl)Cl. The product is [F:10][C:11]1[CH:12]=[C:13]([CH:17]=[CH:18][C:19]=1[F:20])[C:14]([N:53]([C@@H:46]([CH2:45][CH:44]([CH3:55])[CH3:43])[CH2:47][N:48]1[CH2:49][CH:50]([OH:52])[CH2:51]1)[CH3:54])=[O:16]. The yield is 0.650. (6) The reactants are [F:1][C:2]1[CH:8]=[CH:7][C:6]([O:9][CH3:10])=[CH:5][C:3]=1[NH2:4].[O-:11][C:12]#[N:13].[K+]. The catalyst is C(O)(=O)C.O. The product is [F:1][C:2]1[CH:8]=[CH:7][C:6]([O:9][CH3:10])=[CH:5][C:3]=1[NH:4][C:12]([NH2:13])=[O:11]. The yield is 0.690.